Dataset: Reaction yield outcomes from USPTO patents with 853,638 reactions. Task: Predict the reaction yield, written as a fraction of the theoretical maximum amount of product (1.0 means a 100% yield; for example, 0.34 means a 34% yield). (1) The reactants are [CH2:1]([CH:3]1[CH2:12][NH:11][C:10]2[C:5](=[CH:6][CH:7]=[C:8]([C:13]([F:16])([F:15])[F:14])[CH:9]=2)[NH:4]1)[CH3:2].[F:17][C:18]([F:32])([F:31])[C:19]1[CH:20]=[C:21]([CH:24]=[C:25]([C:27]([F:30])([F:29])[F:28])[CH:26]=1)[CH:22]=O.C(O)(=O)C. The catalyst is ClCCCl. The product is [F:17][C:18]([F:31])([F:32])[C:19]1[CH:20]=[C:21]([CH:24]=[C:25]([C:27]([F:30])([F:28])[F:29])[CH:26]=1)[CH2:22][N:11]1[C:10]2[C:5](=[CH:6][CH:7]=[C:8]([C:13]([F:16])([F:15])[F:14])[CH:9]=2)[NH:4][CH:3]([CH2:1][CH3:2])[CH2:12]1. The yield is 0.440. (2) The reactants are [CH3:1][O:2][C:3]1[C:4]([NH:15][C:16](=[O:20])OCC)=[N:5][C:6]2[C:11]([N:12]=1)=[CH:10][C:9]([O:13][CH3:14])=[CH:8][CH:7]=2.[CH3:21][C:22]1[CH:27]=[CH:26][CH:25]=[C:24]([CH3:28])[C:23]=1[N:29]1[CH2:34][CH2:33][NH:32][CH2:31][CH2:30]1. No catalyst specified. The product is [CH3:1][O:2][C:3]1[C:4]([NH:15][C:16]([N:32]2[CH2:33][CH2:34][N:29]([C:23]3[C:24]([CH3:28])=[CH:25][CH:26]=[CH:27][C:22]=3[CH3:21])[CH2:30][CH2:31]2)=[O:20])=[N:5][C:6]2[C:11]([N:12]=1)=[CH:10][C:9]([O:13][CH3:14])=[CH:8][CH:7]=2. The yield is 0.910. (3) The reactants are [NH2:1][C:2]1[CH:3]=[CH:4][C:5]([Cl:29])=[C:6]2[C:10]=1[C:9](=[O:11])[N:8]([C@@H:12]([C:18]1[CH:23]=[CH:22][C:21]([O:24][CH3:25])=[C:20]([O:26][CH2:27][CH3:28])[CH:19]=1)[CH2:13][S:14]([CH3:17])(=[O:16])=[O:15])[CH2:7]2.[CH3:30][N:31]([CH3:35])[C:32](Cl)=[O:33]. No catalyst specified. The product is [Cl:29][C:5]1[CH:4]=[CH:3][C:2]([NH:1][C:32](=[O:33])[N:31]([CH3:35])[CH3:30])=[C:10]2[C:6]=1[CH2:7][N:8]([C@@H:12]([C:18]1[CH:23]=[CH:22][C:21]([O:24][CH3:25])=[C:20]([O:26][CH2:27][CH3:28])[CH:19]=1)[CH2:13][S:14]([CH3:17])(=[O:15])=[O:16])[C:9]2=[O:11]. The yield is 0.700. (4) The reactants are [CH3:1][S:2][CH2:3][CH2:4][CH:5]([O:8][CH2:9][CH2:10][O:11][Si:12]([CH3:15])([CH3:14])[CH3:13])[C:6]#[N:7].[NH3:16]. The catalyst is CO. The product is [CH3:1][S:2][CH2:3][CH2:4][CH:5]([O:8][CH2:9][CH2:10][O:11][Si:12]([CH3:13])([CH3:15])[CH3:14])[C:6]([NH2:16])=[NH:7]. The yield is 1.00. (5) The reactants are [C:1]1([CH3:11])[CH:6]=[CH:5][C:4]([S:7](Cl)(=[O:9])=[O:8])=[CH:3][CH:2]=1.[CH3:12][O:13][CH2:14][CH2:15][O:16][CH2:17][CH2:18][O:19][CH2:20][CH2:21][OH:22].O.C(OCC)(=O)C. The catalyst is N1C=CC=CC=1. The product is [CH3:11][C:1]1[CH:6]=[CH:5][C:4]([S:7]([O:22][CH2:21][CH2:20][O:19][CH2:18][CH2:17][O:16][CH2:15][CH2:14][O:13][CH3:12])(=[O:9])=[O:8])=[CH:3][CH:2]=1. The yield is 0.790.